The task is: Predict the reactants needed to synthesize the given product.. This data is from Full USPTO retrosynthesis dataset with 1.9M reactions from patents (1976-2016). (1) Given the product [Br:1][C:2]1[CH:3]=[C:4]([N:8]2[C:16]3[CH2:15][CH2:14][N:13]([C:23]4[S:24][CH:25]=[CH:26][N:27]=4)[CH2:12][C:11]=3[C:10]([C:17]([O:19][CH2:20][CH3:21])=[O:18])=[N:9]2)[CH:5]=[CH:6][CH:7]=1, predict the reactants needed to synthesize it. The reactants are: [Br:1][C:2]1[CH:3]=[C:4]([N:8]2[C:16]3[CH2:15][CH2:14][NH:13][CH2:12][C:11]=3[C:10]([C:17]([O:19][CH2:20][CH3:21])=[O:18])=[N:9]2)[CH:5]=[CH:6][CH:7]=1.Br[C:23]1[S:24][CH:25]=[CH:26][N:27]=1.C(=O)([O-])[O-].[K+].[K+]. (2) Given the product [O:7]([C:8]1[CH:13]=[CH:12][C:11]([N:14]2[C:18]3=[N:19][CH:20]=[C:21]([Cl:23])[CH:22]=[C:17]3[CH:16]=[CH:15]2)=[CH:10][C:9]=1[Cl:24])[C@H:6]1[O:25][C@H:26]([CH2:37][OH:38])[C@@H:27]([OH:33])[C@H:28]([OH:29])[C@@H:5]1[OH:4], predict the reactants needed to synthesize it. The reactants are: C([O:4][C@H:5]1[C@@H:28]([O:29]C(=O)C)[C@H:27]([O:33]C(=O)C)[C@@H:26]([CH2:37][O:38]C(=O)C)[O:25][C@@H:6]1[O:7][C:8]1[CH:13]=[CH:12][C:11]([N:14]2[C:18]3=[N:19][CH:20]=[C:21]([Cl:23])[CH:22]=[C:17]3[CH:16]=[CH:15]2)=[CH:10][C:9]=1[Cl:24])(=O)C.